The task is: Predict the product of the given reaction.. This data is from Forward reaction prediction with 1.9M reactions from USPTO patents (1976-2016). (1) Given the reactants [F:1][C:2]1[C:3]([C:18]([O:20]C)=[O:19])=[N:4][C:5]([C:10]2[CH:15]=[CH:14][C:13]([O:16][CH3:17])=[CH:12][N:11]=2)=[N:6][C:7]=1[O:8]C.Cl, predict the reaction product. The product is: [F:1][C:2]1[C:7](=[O:8])[NH:6][C:5]([C:10]2[CH:15]=[CH:14][C:13]([O:16][CH3:17])=[CH:12][N:11]=2)=[N:4][C:3]=1[C:18]([OH:20])=[O:19]. (2) Given the reactants S(Cl)([Cl:3])=O.O[CH2:6][C:7]1[C:12]([O:13][CH3:14])=[C:11]([O:15][CH3:16])[CH:10]=[CH:9][N:8]=1, predict the reaction product. The product is: [ClH:3].[Cl:3][CH2:6][C:7]1[C:12]([O:13][CH3:14])=[C:11]([O:15][CH3:16])[CH:10]=[CH:9][N:8]=1. (3) Given the reactants [C:1]([O:5][C:6]([N:8]1[CH2:12][CH2:11][CH:10]([O:13][C:14]2[CH:19]=[CH:18][C:17]([OH:20])=[CH:16][CH:15]=2)[CH2:9]1)=[O:7])([CH3:4])([CH3:3])[CH3:2].Br[CH2:22][C:23]([O:25][CH2:26][CH3:27])=[O:24].[H-].[Na+], predict the reaction product. The product is: [CH2:26]([O:25][C:23](=[O:24])[CH2:22][O:20][C:17]1[CH:18]=[CH:19][C:14]([O:13][CH:10]2[CH2:11][CH2:12][N:8]([C:6]([O:5][C:1]([CH3:4])([CH3:2])[CH3:3])=[O:7])[CH2:9]2)=[CH:15][CH:16]=1)[CH3:27]. (4) Given the reactants [F:1][CH2:2][C:3]([CH2:8][F:9])([OH:7])[C:4]([OH:6])=[O:5].OS(O)(=O)=O.[CH2:15](O)[CH3:16], predict the reaction product. The product is: [CH2:15]([O:5][C:4](=[O:6])[C:3]([CH2:8][F:9])([OH:7])[CH2:2][F:1])[CH3:16]. (5) Given the reactants [CH3:1][C@@H:2]1[O:6][C:5]([C:7]2[NH:11][C:10]([C:12]3[CH:13]=[C:14]([CH:20]=[C:21]([O:23][C:24]4[CH:29]=[N:28][C:27]([S:30]([CH3:33])(=[O:32])=[O:31])=[CH:26][N:25]=4)[CH:22]=3)[O:15][C@@H:16]([CH3:19])[CH2:17][OH:18])=[CH:9][CH:8]=2)=[N:4][CH2:3]1.[CH3:34][S:35](O)(=[O:37])=[O:36], predict the reaction product. The product is: [CH3:34][S:35]([O:18][CH2:17][C@@H:16]([O:15][C:14]1[CH:20]=[C:21]([O:23][C:24]2[CH:29]=[N:28][C:27]([S:30]([CH3:33])(=[O:32])=[O:31])=[CH:26][N:25]=2)[CH:22]=[C:12]([C:10]2[NH:11][C:7]([C:5]3[O:6][C@@H:2]([CH3:1])[CH2:3][N:4]=3)=[CH:8][CH:9]=2)[CH:13]=1)[CH3:19])(=[O:37])=[O:36]. (6) Given the reactants [NH2:1][C:2]1[CH:3]=[C:4]2[C:20](=[O:21])[NH:19][N:18]=[CH:17][C:6]3=[C:7]([C:11]4[CH:16]=[CH:15][CH:14]=[CH:13][CH:12]=4)[NH:8][C:9]([CH:10]=1)=[C:5]23.[CH3:22][C:23]([O:26][C:27]([NH:29][C@H:30]([CH2:34][C:35]1[CH:40]=[CH:39][C:38]([OH:41])=[CH:37][CH:36]=1)[C:31](O)=[O:32])=[O:28])([CH3:25])[CH3:24].C(N(CC)CC)C.F[P-](F)(F)(F)(F)F.N1(OC(N(C)C)=[N+](C)C)C2N=CC=CC=2N=N1, predict the reaction product. The product is: [OH:41][C:38]1[CH:39]=[CH:40][C:35]([CH2:34][C@@H:30]([NH:29][C:27](=[O:28])[O:26][C:23]([CH3:24])([CH3:22])[CH3:25])[C:31](=[O:32])[NH:1][C:2]2[CH:3]=[C:4]3[C:20](=[O:21])[NH:19][N:18]=[CH:17][C:6]4=[C:7]([C:11]5[CH:12]=[CH:13][CH:14]=[CH:15][CH:16]=5)[NH:8][C:9]([CH:10]=2)=[C:5]34)=[CH:36][CH:37]=1. (7) The product is: [CH:23]1([CH2:24][N:1]2[CH2:2][CH2:3][CH:4]([CH2:7][CH:8]3[CH2:9][CH2:10][N:11]([C:14]([O:16][C:17]([CH3:20])([CH3:19])[CH3:18])=[O:15])[CH2:12][CH2:13]3)[CH2:5][CH2:6]2)[CH2:21][CH2:22]1. Given the reactants [NH:1]1[CH2:6][CH2:5][CH:4]([CH2:7][CH:8]2[CH2:13][CH2:12][N:11]([C:14]([O:16][C:17]([CH3:20])([CH3:19])[CH3:18])=[O:15])[CH2:10][CH2:9]2)[CH2:3][CH2:2]1.[CH2:21]1[CH:23]([CH:24](O)C#N)[CH2:22]1.C(N(CC)CC)C.C(O[BH-](OC(=O)C)OC(=O)C)(=O)C.[Na+], predict the reaction product. (8) Given the reactants [C@H:1]12[CH2:6][C@H:5]1[CH2:4][C@@H:3]([CH2:7][NH:8][C:9]([C:11]1[CH:12]=[CH:13][CH:14]=[C:15]3[O:19][CH:18]=[CH:17][C:16]=13)=[O:10])[NH:2]2.[CH3:20][C:21]1[N:26]=[C:25]([C:27]2[CH:32]=[CH:31][CH:30]=[CH:29][CH:28]=2)[C:24]([C:33](O)=[O:34])=[CH:23][N:22]=1, predict the reaction product. The product is: [CH3:20][C:21]1[N:26]=[C:25]([C:27]2[CH:32]=[CH:31][CH:30]=[CH:29][CH:28]=2)[C:24]([C:33]([N:2]2[C@H:3]([CH2:7][NH:8][C:9]([C:11]3[CH:12]=[CH:13][CH:14]=[C:15]4[O:19][CH:18]=[CH:17][C:16]=34)=[O:10])[CH2:4][C@H:5]3[C@@H:1]2[CH2:6]3)=[O:34])=[CH:23][N:22]=1.